From a dataset of Full USPTO retrosynthesis dataset with 1.9M reactions from patents (1976-2016). Predict the reactants needed to synthesize the given product. (1) Given the product [CH3:8][N:9]1[CH:13]=[C:12]([C:14]([O:16][CH3:1])=[O:15])[CH:11]=[N:10]1, predict the reactants needed to synthesize it. The reactants are: [CH3:1][Si](C=[N+]=[N-])(C)C.[CH3:8][N:9]1[CH:13]=[C:12]([C:14]([OH:16])=[O:15])[CH:11]=[N:10]1. (2) Given the product [N:12]1[C:13]2[C:8](=[N:7][CH:6]=[CH:5][CH:14]=2)[C:9]([S:15][C:16]2[CH:21]=[CH:20][C:19]([NH2:22])=[CH:18][CH:17]=2)=[CH:10][CH:11]=1, predict the reactants needed to synthesize it. The reactants are: C[O-].[Na+].Br[C:5]1[CH:14]=[C:13]2[C:8]([C:9]([S:15][C:16]3[CH:21]=[CH:20][C:19]([NH2:22])=[CH:18][CH:17]=3)=[CH:10][CH:11]=[N:12]2)=[N:7][CH:6]=1. (3) Given the product [Cl:1][C:2]1[C:7]([F:8])=[CH:6][CH:5]=[C:4]([Cl:9])[C:3]=1[CH:10]([O:12][C:13]1[C:14]([NH2:28])=[N:15][CH:16]=[C:17]([C:30]2[C:31]([CH3:36])=[N:32][NH:33][C:34]=2[CH3:35])[CH:18]=1)[CH3:11], predict the reactants needed to synthesize it. The reactants are: [Cl:1][C:2]1[C:7]([F:8])=[CH:6][CH:5]=[C:4]([Cl:9])[C:3]=1[CH:10]([O:12][C:13]1[C:14]([NH2:28])=[N:15][CH:16]=[C:17](B2OC(C)(C)C(C)(C)O2)[CH:18]=1)[CH3:11].Br[C:30]1[C:31]([CH3:36])=[N:32][NH:33][C:34]=1[CH3:35]. (4) Given the product [CH2:16]([N:18]([CH2:19][CH3:20])[CH2:5][CH2:6][C:7]1[CH:15]=[C:14]2[C:10]([CH:11]=[CH:12][NH:13]2)=[CH:9][CH:8]=1)[CH3:17], predict the reactants needed to synthesize it. The reactants are: CS([CH2:5][CH2:6][C:7]1[CH:15]=[C:14]2[C:10]([CH:11]=[CH:12][NH:13]2)=[CH:9][CH:8]=1)(=O)=O.[CH2:16]([NH:18][CH2:19][CH3:20])[CH3:17]. (5) Given the product [CH3:1][N:2]1[C:6]([C:30]2[CH:31]=[CH:32][C:27]([C:26]([F:37])([F:36])[F:25])=[CH:28][CH:29]=2)=[CH:5][C:4]([Br:24])=[N:3]1, predict the reactants needed to synthesize it. The reactants are: [CH3:1][N:2]1[C:6](OS(C(F)(F)C(F)(F)C(F)(F)C(F)(F)F)(=O)=O)=[CH:5][C:4]([Br:24])=[N:3]1.[F:25][C:26]([F:37])([F:36])[C:27]1[CH:32]=[CH:31][C:30](B(O)O)=[CH:29][CH:28]=1.C(=O)([O-])[O-].[Na+].[Na+].Cl. (6) Given the product [C:19]([C:10]1[C:11](=[O:18])[NH:12][N:13]=[C:8]([C:5]2[CH:6]=[CH:7][C:2]([F:1])=[C:3]([F:24])[CH:4]=2)[CH:9]=1)([OH:21])=[O:20], predict the reactants needed to synthesize it. The reactants are: [F:1][C:2]1[CH:7]=[CH:6][C:5]([C:8]2[CH:9]=[C:10]([C:19]([O:21]C)=[O:20])[C:11](=[O:18])[N:12](CC(C)C)[N:13]=2)=[CH:4][C:3]=1C.[F:24]C1C=C(C(=O)CC(C(OCC)=O)(O)C(OCC)=O)C=CC=1F. (7) The reactants are: C([NH:4][C:5]1[CH:13]=[CH:12][C:8]([C:9]([OH:11])=[O:10])=[C:7]([CH3:14])[CH:6]=1)(=O)C.S(=O)(=O)(O)O.[N+:20]([O-])([OH:22])=[O:21]. Given the product [NH2:4][C:5]1[CH:13]=[CH:12][C:8]([C:9]([OH:11])=[O:10])=[C:7]([CH3:14])[C:6]=1[N+:20]([O-:22])=[O:21], predict the reactants needed to synthesize it. (8) Given the product [F:29][C:2]([F:1])([F:28])[CH2:3][NH:4][C:5](=[O:27])[C:6]1[CH:11]=[C:10]([NH2:12])[C:9]([NH:15][CH3:16])=[CH:8][C:7]=1[N:17]1[CH2:22][CH2:21][CH:20]([C:23]([OH:26])([CH3:25])[CH3:24])[CH2:19][CH2:18]1, predict the reactants needed to synthesize it. The reactants are: [F:1][C:2]([F:29])([F:28])[CH2:3][NH:4][C:5](=[O:27])[C:6]1[CH:11]=[C:10]([N+:12]([O-])=O)[C:9]([NH:15][CH3:16])=[CH:8][C:7]=1[N:17]1[CH2:22][CH2:21][CH:20]([C:23]([OH:26])([CH3:25])[CH3:24])[CH2:19][CH2:18]1.C1COCC1.